Predict the reactants needed to synthesize the given product. From a dataset of Full USPTO retrosynthesis dataset with 1.9M reactions from patents (1976-2016). (1) Given the product [NH2:28][CH:1]([C:4]1[N:5]([C:15]2[CH:20]=[CH:19][CH:18]=[C:17]([F:21])[CH:16]=2)[C:6]2[C:11]([C:12]=1[C:13]#[N:14])=[CH:10][CH:9]=[CH:8][CH:7]=2)[CH3:2], predict the reactants needed to synthesize it. The reactants are: [C:1]([C:4]1[N:5]([C:15]2[CH:20]=[CH:19][CH:18]=[C:17]([F:21])[CH:16]=2)[C:6]2[C:11]([C:12]=1[C:13]#[N:14])=[CH:10][CH:9]=[CH:8][CH:7]=2)(=O)[CH3:2].C([O-])(=O)C.[NH4+].C([BH3-])#[N:28].[Na+]. (2) Given the product [F:1][C:2]1[CH:7]=[CH:6][CH:5]=[CH:4][C:3]=1[C:8]1[CH:9]=[N:10][C:11]([N:14]2[C:22]3[C:17](=[CH:18][CH:19]=[C:20]([C:23]([N:33]4[CH2:34][CH2:35][C@H:31]([O:30][CH3:29])[CH2:32]4)=[O:24])[CH:21]=3)[C:16]([S:26]([CH3:28])=[O:27])=[CH:15]2)=[N:12][CH:13]=1, predict the reactants needed to synthesize it. The reactants are: [F:1][C:2]1[CH:7]=[CH:6][CH:5]=[CH:4][C:3]=1[C:8]1[CH:9]=[N:10][C:11]([N:14]2[C:22]3[C:17](=[CH:18][CH:19]=[C:20]([C:23](O)=[O:24])[CH:21]=3)[C:16]([S:26]([CH3:28])=[O:27])=[CH:15]2)=[N:12][CH:13]=1.[CH3:29][O:30][C@H:31]1[CH2:35][CH2:34][NH:33][CH2:32]1.CN(C(ON1N=NC2C=CC=NC1=2)=[N+](C)C)C.F[P-](F)(F)(F)(F)F. (3) Given the product [ClH:2].[CH:27]1([O:28][CH:10]([C:5]2[CH:6]=[CH:7][C:8]([Cl:9])=[C:3]([Cl:2])[CH:4]=2)[CH:16]2[CH2:17][NH:18][CH2:19]2)[CH2:7][CH2:8][CH2:3][CH2:4]1, predict the reactants needed to synthesize it. The reactants are: Cl.[Cl:2][C:3]1[CH:4]=[C:5]([CH:10]([CH:16]2[CH2:19][N:18](C(OC(C)(C)C)=O)[CH2:17]2)CS(C)(=O)=O)[CH:6]=[CH:7][C:8]=1[Cl:9].[CH3:27][OH:28]. (4) The reactants are: [CH2:1]([C:5]1[N:6]=[C:7]2[CH:22]=[CH:21][CH:20]=[CH:19][N:8]2[C:9](=[O:18])[C:10]=1[C:11]1[CH:16]=[CH:15][C:14]([OH:17])=[CH:13][CH:12]=1)[CH2:2][CH2:3][CH3:4].O[C@H:24]1[CH2:28][CH2:27][N:26]([C:29]([O:31][C:32]([CH3:35])([CH3:34])[CH3:33])=[O:30])[CH2:25]1.C1(P(C2C=CC=CC=2)C2C=CC=CC=2)C=CC=CC=1.N(C(OCC)=O)=NC(OCC)=O. Given the product [CH2:1]([C:5]1[N:6]=[C:7]2[CH:22]=[CH:21][CH:20]=[CH:19][N:8]2[C:9](=[O:18])[C:10]=1[C:11]1[CH:16]=[CH:15][C:14]([O:17][C@@H:28]2[CH2:24][CH2:25][N:26]([C:29]([O:31][C:32]([CH3:35])([CH3:34])[CH3:33])=[O:30])[CH2:27]2)=[CH:13][CH:12]=1)[CH2:2][CH2:3][CH3:4], predict the reactants needed to synthesize it. (5) Given the product [F:1][C:2]1[C:7]2[N:8]=[N:9][S:10][C:6]=2[CH:5]=[C:4]([C:11]([O:13][CH3:14])=[O:12])[C:3]=1[NH:15][C:16]1[CH:21]=[CH:20][C:19]([Br:30])=[CH:18][C:17]=1[Cl:22], predict the reactants needed to synthesize it. The reactants are: [F:1][C:2]1[C:7]2[N:8]=[N:9][S:10][C:6]=2[CH:5]=[C:4]([C:11]([O:13][CH3:14])=[O:12])[C:3]=1[NH:15][C:16]1[CH:21]=[CH:20][CH:19]=[CH:18][C:17]=1[Cl:22].C1C(=O)N([Br:30])C(=O)C1. (6) Given the product [CH3:1][O:2][C:3]1[C:12]2[N:11]=[C:10]([CH2:13][CH2:14][CH3:15])[CH:9]=[CH:8][C:7]=2[C:6]([C:16]([OH:18])=[O:17])=[CH:5][CH:4]=1, predict the reactants needed to synthesize it. The reactants are: [CH3:1][O:2][C:3]1[C:12]2[N:11]=[C:10]([CH2:13][CH2:14][CH3:15])[CH:9]=[CH:8][C:7]=2[C:6]([C:16]([O:18]C)=[O:17])=[CH:5][CH:4]=1.C(=O)([O-])[O-].[K+].[K+].CO.